From a dataset of Forward reaction prediction with 1.9M reactions from USPTO patents (1976-2016). Predict the product of the given reaction. (1) The product is: [CH2:31]([C:5]1([C:14]([O:16][CH3:17])=[O:15])[CH2:4][O:3][C:2]([CH3:18])([CH3:1])[N:6]1[C:7]([O:9][C:10]([CH3:11])([CH3:12])[CH3:13])=[O:8])[CH:30]=[CH2:29]. Given the reactants [CH3:1][C:2]1([CH3:18])[N:6]([C:7]([O:9][C:10]([CH3:13])([CH3:12])[CH3:11])=[O:8])[CH:5]([C:14]([O:16][CH3:17])=[O:15])[CH2:4][O:3]1.C[Si]([N-][Si](C)(C)C)(C)C.[K+].[CH2:29](Br)[CH:30]=[CH2:31].[Cl-].[NH4+], predict the reaction product. (2) Given the reactants [CH:1]1([NH:7][C:8]2[CH:17]=[C:16]3[C:11]([C:12](=[O:35])[C:13]([NH:23][C:24](=[O:34])[CH2:25][C@@H:26]4[C:30](=[O:31])[O:29]C(C)(C)[O:27]4)=[CH:14][N:15]3[CH:18]3[CH2:22][CH2:21][CH2:20][CH2:19]3)=[CH:10][C:9]=2[F:36])[CH2:6][CH2:5][CH2:4][CH2:3][CH2:2]1.Cl.[OH-].[Na+], predict the reaction product. The product is: [CH:1]1([NH:7][C:8]2[CH:17]=[C:16]3[C:11]([C:12](=[O:35])[C:13]([NH:23][C:24](=[O:34])[CH2:25][C@@H:26]([OH:27])[C:30]([OH:31])=[O:29])=[CH:14][N:15]3[CH:18]3[CH2:22][CH2:21][CH2:20][CH2:19]3)=[CH:10][C:9]=2[F:36])[CH2:6][CH2:5][CH2:4][CH2:3][CH2:2]1. (3) The product is: [CH3:6][N:7]1[CH:11]=[C:10]([C:12]2[CH:17]=[CH:16][C:15]([C:18]3[C:27]4[C:22](=[CH:23][CH:24]=[C:25]([C:28]([NH2:29])=[O:33])[CH:26]=4)[CH:21]=[N:20][CH:19]=3)=[CH:14][CH:13]=2)[CH:9]=[N:8]1. Given the reactants OS(O)(=O)=O.[CH3:6][N:7]1[CH:11]=[C:10]([C:12]2[CH:17]=[CH:16][C:15]([C:18]3[C:27]4[C:22](=[CH:23][CH:24]=[C:25]([C:28]#[N:29])[CH:26]=4)[CH:21]=[N:20][CH:19]=3)=[CH:14][CH:13]=2)[CH:9]=[N:8]1.[OH-].[Na+].C([O-])(O)=[O:33].[Na+], predict the reaction product. (4) Given the reactants [CH3:1][C:2]([C:5](=[N:10][NH:11][C:12](=[O:34])[C:13]1[CH:18]=[C:17]([N:19]2[C:24](=[O:25])[CH:23]=[C:22]([C:26]([F:29])([F:28])[F:27])[N:21]([CH3:30])[C:20]2=[O:31])[C:16]([F:32])=[CH:15][C:14]=1[Cl:33])[C:6]([CH3:9])([CH3:8])[CH3:7])([CH3:4])[CH3:3].CI.[C:37](=O)([O-])[O-].[K+].[K+], predict the reaction product. The product is: [CH3:37][O:34][C:12]([C:13]1[CH:18]=[C:17]([N:19]2[C:24](=[O:25])[CH:23]=[C:22]([C:26]([F:29])([F:28])[F:27])[N:21]([CH3:30])[C:20]2=[O:31])[C:16]([F:32])=[CH:15][C:14]=1[Cl:33])=[N:11][N:10]=[C:5]([C:6]([CH3:7])([CH3:8])[CH3:9])[C:2]([CH3:1])([CH3:3])[CH3:4].[CH3:4][C:2]([C:5](=[N:10][N:11]([CH3:37])[C:12](=[O:34])[C:13]1[CH:18]=[C:17]([N:19]2[C:24](=[O:25])[CH:23]=[C:22]([C:26]([F:29])([F:28])[F:27])[N:21]([CH3:30])[C:20]2=[O:31])[C:16]([F:32])=[CH:15][C:14]=1[Cl:33])[C:6]([CH3:7])([CH3:8])[CH3:9])([CH3:1])[CH3:3].